Dataset: NCI-60 drug combinations with 297,098 pairs across 59 cell lines. Task: Regression. Given two drug SMILES strings and cell line genomic features, predict the synergy score measuring deviation from expected non-interaction effect. (1) Drug 1: CC12CCC(CC1=CCC3C2CCC4(C3CC=C4C5=CN=CC=C5)C)O. Drug 2: CC1C(C(CC(O1)OC2CC(CC3=C2C(=C4C(=C3O)C(=O)C5=C(C4=O)C(=CC=C5)OC)O)(C(=O)CO)O)N)O.Cl. Cell line: SF-295. Synergy scores: CSS=39.3, Synergy_ZIP=-1.21, Synergy_Bliss=-0.207, Synergy_Loewe=-14.9, Synergy_HSA=1.71. (2) Drug 1: COC1=C2C(=CC3=C1OC=C3)C=CC(=O)O2. Drug 2: C1C(C(OC1N2C=NC(=NC2=O)N)CO)O. Cell line: EKVX. Synergy scores: CSS=4.28, Synergy_ZIP=-3.64, Synergy_Bliss=-3.82, Synergy_Loewe=-2.24, Synergy_HSA=-2.43. (3) Drug 1: CCC1(CC2CC(C3=C(CCN(C2)C1)C4=CC=CC=C4N3)(C5=C(C=C6C(=C5)C78CCN9C7C(C=CC9)(C(C(C8N6C)(C(=O)OC)O)OC(=O)C)CC)OC)C(=O)OC)O.OS(=O)(=O)O. Drug 2: CC(C)CN1C=NC2=C1C3=CC=CC=C3N=C2N. Cell line: COLO 205. Synergy scores: CSS=7.19, Synergy_ZIP=-1.47, Synergy_Bliss=1.77, Synergy_Loewe=5.89, Synergy_HSA=1.69. (4) Drug 1: CC(C1=C(C=CC(=C1Cl)F)Cl)OC2=C(N=CC(=C2)C3=CN(N=C3)C4CCNCC4)N. Drug 2: C1=C(C(=O)NC(=O)N1)F. Cell line: OVCAR-8. Synergy scores: CSS=36.4, Synergy_ZIP=4.06, Synergy_Bliss=4.27, Synergy_Loewe=4.09, Synergy_HSA=4.71. (5) Drug 1: C1=C(C(=O)NC(=O)N1)F. Drug 2: CC(C)NC(=O)C1=CC=C(C=C1)CNNC.Cl. Cell line: EKVX. Synergy scores: CSS=23.1, Synergy_ZIP=3.09, Synergy_Bliss=0.271, Synergy_Loewe=-1.91, Synergy_HSA=-0.0471.